From a dataset of Full USPTO retrosynthesis dataset with 1.9M reactions from patents (1976-2016). Predict the reactants needed to synthesize the given product. (1) Given the product [F:1][C:2]1[C:3]([N+:13]([O-:15])=[O:14])=[CH:4][C:5]([CH3:12])=[C:6]([NH2:8])[CH:7]=1, predict the reactants needed to synthesize it. The reactants are: [F:1][C:2]1[C:3]([N+:13]([O-:15])=[O:14])=[CH:4][C:5]([CH3:12])=[C:6]([NH:8]C(=O)C)[CH:7]=1.C(=O)([O-])[O-].[K+].[K+]. (2) Given the product [CH3:1][C:2]1[C:3]([NH:13][C:14](=[O:16])[CH3:15])=[CH:4][C:5]2[CH2:6][CH2:7][CH2:8][C:12](=[O:17])[CH2:9][C:10]=2[CH:11]=1, predict the reactants needed to synthesize it. The reactants are: [CH3:1][C:2]1[C:3]([NH:13][C:14](=[O:16])[CH3:15])=[CH:4][C:5]2[CH2:6][CH2:7][CH2:8][C:9](=[CH2:12])[C:10]=2[CH:11]=1.[OH:17]C1C(OS(C2C=CC(C)=CC=2)(=O)=O)=C(I)C=CC=1.[Na+].[Cl-]. (3) Given the product [NH2:1][C:2]1[N:6]([C:7]2[CH:8]=[CH:9][C:10]([CH:13]([CH3:24])[C:14]([O:16][CH2:17][CH3:18])=[O:15])=[CH:11][CH:12]=2)[N:5]=[C:4]([C:19]2[S:20][CH:21]=[CH:22][CH:23]=2)[CH:3]=1, predict the reactants needed to synthesize it. The reactants are: [NH2:1][C:2]1[N:6]([C:7]2[CH:12]=[CH:11][C:10]([CH2:13][C:14]([O:16][CH2:17][CH3:18])=[O:15])=[CH:9][CH:8]=2)[N:5]=[C:4]([C:19]2[S:20][CH:21]=[CH:22][CH:23]=2)[CH:3]=1.[CH3:24][Si]([N-][Si](C)(C)C)(C)C.[K+].C1(C)C=CC=CC=1.CI. (4) Given the product [Cl:6][C:7]1[C:12]([CH3:17])=[CH:11][N:10]=[C:9]([CH:13]2[CH2:2][CH2:1]2)[C:8]=1[O:15][CH3:16], predict the reactants needed to synthesize it. The reactants are: [CH:1]1(Br)C[CH2:2]1.[Mg].[Cl:6][C:7]1[CH:12]=[CH:11][N:10]=[C:9]([CH2:13]Br)[C:8]=1[O:15][CH3:16].[CH2:17]1COCC1. (5) Given the product [Cl:1][C:2]1[C:7]([C:8]2[CH:13]=[C:12]([S:14]([CH2:17][CH3:18])(=[O:16])=[O:15])[CH:11]=[CH:10][C:9]=2[O:19][C:20]2[CH:25]=[CH:24][CH:23]=[CH:22][C:21]=2[C:32]#[C:31][CH2:30][CH2:29][OH:33])=[CH:6][N:5]([CH3:27])[C:4](=[O:28])[CH:3]=1, predict the reactants needed to synthesize it. The reactants are: [Cl:1][C:2]1[C:7]([C:8]2[CH:13]=[C:12]([S:14]([CH2:17][CH3:18])(=[O:16])=[O:15])[CH:11]=[CH:10][C:9]=2[O:19][C:20]2[CH:25]=[CH:24][CH:23]=[CH:22][C:21]=2I)=[CH:6][N:5]([CH3:27])[C:4](=[O:28])[CH:3]=1.[CH2:29]([OH:33])[CH2:30][C:31]#[CH:32].C(N(CC)CC)C. (6) Given the product [O:22]=[C:13]1[C:14]2[C:19](=[CH:18][CH:17]=[CH:16][CH:15]=2)[C:20](=[O:21])[N:12]1[O:1][CH2:2][CH2:3][C@H:4]([O:9][CH3:10])[C:5]([O:7][CH3:8])=[O:6], predict the reactants needed to synthesize it. The reactants are: [OH:1][CH2:2][CH2:3][C@H:4]([O:9][CH3:10])[C:5]([O:7][CH3:8])=[O:6].O[N:12]1[C:20](=[O:21])[C:19]2[C:14](=[CH:15][CH:16]=[CH:17][CH:18]=2)[C:13]1=[O:22].C1(P(C2C=CC=CC=2)C2C=CC=CC=2)C=CC=CC=1.CC(OC(/N=N/C(OC(C)C)=O)=O)C.N#N. (7) Given the product [CH3:1][N:2]1[C:10]2[C:5](=[CH:6][CH:7]=[CH:8][CH:9]=2)[C:4]([CH2:11][N:12]2[CH2:13][C:14]3([CH2:24][C:23](=[O:25])[C:22]4[C:17](=[CH:18][CH:19]=[C:20](/[CH:26]=[CH:27]/[C:28]([NH:30][OH:31])=[O:29])[CH:21]=4)[O:16]3)[CH2:15]2)=[CH:3]1, predict the reactants needed to synthesize it. The reactants are: [CH3:1][N:2]1[C:10]2[C:5](=[CH:6][CH:7]=[CH:8][CH:9]=2)[C:4]([CH2:11][N:12]2[CH2:15][C:14]3([CH2:24][C:23](=[O:25])[C:22]4[C:17](=[CH:18][CH:19]=[C:20](/[CH:26]=[CH:27]/[C:28]([NH:30][O:31]C5CCCCO5)=[O:29])[CH:21]=4)[O:16]3)[CH2:13]2)=[CH:3]1.Cl. (8) Given the product [C:12]([C:9]1[CH:8]=[C:7]([C:16]2[S:17][CH:18]=[C:19]([CH2:21][CH2:22][O:23][C:25]3[CH:32]=[CH:31][C:28]([CH:29]=[O:30])=[CH:27][CH:26]=3)[N:20]=2)[CH:6]=[C:5]([C:1]([CH3:2])([CH3:3])[CH3:4])[C:10]=1[OH:11])([CH3:15])([CH3:14])[CH3:13], predict the reactants needed to synthesize it. The reactants are: [C:1]([C:5]1[CH:6]=[C:7]([C:16]2[S:17][CH:18]=[C:19]([CH2:21][CH2:22][OH:23])[N:20]=2)[CH:8]=[C:9]([C:12]([CH3:15])([CH3:14])[CH3:13])[C:10]=1[OH:11])([CH3:4])([CH3:3])[CH3:2].O[C:25]1[CH:32]=[CH:31][C:28]([CH:29]=[O:30])=[CH:27][CH:26]=1.C1(P(C2C=CC=CC=2)C2C=CC=CC=2)C=CC=CC=1.CCOC(/N=N/C(OCC)=O)=O. (9) The reactants are: CNC1C=CC=CC=1.C([Mg]Br)C.[CH3:13][CH:14]([C:16](=[O:20])[CH:17]([CH3:19])[CH3:18])[CH3:15].[Cl:21][C:22]1[CH:39]=[CH:38][C:25]([CH2:26][N:27]2[C:35]3[C:30](=[CH:31][CH:32]=[CH:33][CH:34]=3)[C:29](=[O:36])[C:28]2=[O:37])=[CH:24][CH:23]=1. Given the product [Cl:21][C:22]1[CH:23]=[CH:24][C:25]([CH2:26][N:27]2[C:35]3[C:30](=[CH:31][CH:32]=[CH:33][CH:34]=3)[C:29]([OH:36])([C:14]([CH3:15])([CH3:13])[C:16](=[O:20])[CH:17]([CH3:19])[CH3:18])[C:28]2=[O:37])=[CH:38][CH:39]=1, predict the reactants needed to synthesize it. (10) Given the product [NH:4]1[C:8]2=[N:9][C:10]([OH:13])=[CH:11][CH:12]=[C:7]2[CH:6]=[CH:5]1, predict the reactants needed to synthesize it. The reactants are: C([N:4]1[C:8]2=[N:9][C:10]([O:13]C(=O)C)=[CH:11][CH:12]=[C:7]2[CH:6]=[CH:5]1)(=O)C.C(=O)([O-])[O-].[K+].[K+].